From a dataset of Full USPTO retrosynthesis dataset with 1.9M reactions from patents (1976-2016). Predict the reactants needed to synthesize the given product. (1) The reactants are: [Br:1][C:2]1[C:20]([OH:21])=[CH:19][C:5]2[C:6]([C:9]([C:11]3[CH:16]=[CH:15][C:14]([O:17][CH3:18])=[CH:13][CH:12]=3)=[O:10])=[CH:7][O:8][C:4]=2[CH:3]=1.CC(OI1(OC(C)=O)(OC(C)=O)OC(=O)C2C=CC=CC1=2)=[O:24]. Given the product [Br:1][C:2]1[C:20](=[O:21])[C:19](=[O:24])[C:5]2[C:6]([C:9](=[O:10])[C:11]3[CH:12]=[CH:13][C:14]([O:17][CH3:18])=[CH:15][CH:16]=3)=[CH:7][O:8][C:4]=2[CH:3]=1, predict the reactants needed to synthesize it. (2) Given the product [NH2:1][C:2]1[CH:14]=[CH:13][C:12]([C:15]2[CH:16]=[N:17][N:18]([CH2:20][CH2:21][CH2:22][OH:23])[CH:19]=2)=[CH:11][C:3]=1[C:4]([NH:6][CH3:7])=[O:5], predict the reactants needed to synthesize it. The reactants are: [NH2:1][C:2]1[CH:14]=[CH:13][C:12]([C:15]2[CH:16]=[N:17][N:18]([CH2:20][CH2:21][CH2:22][OH:23])[CH:19]=2)=[CH:11][C:3]=1[C:4]([N:6](CC)[CH2:7]C)=[O:5].NC1C=CC(Br)=CC=1C(NC)=O.